This data is from Catalyst prediction with 721,799 reactions and 888 catalyst types from USPTO. The task is: Predict which catalyst facilitates the given reaction. (1) Reactant: C([O:5][C:6]([CH:8]1[CH:12]([C:13]2[CH:18]=[CH:17][CH:16]=[C:15]([Cl:19])[C:14]=2[F:20])[C:11]([C:23]2[CH:28]=[CH:27][C:26]([Cl:29])=[CH:25][C:24]=2[F:30])([C:21]#[N:22])[CH:10]([CH2:31][CH:32]2[CH2:37][CH2:36][O:35][CH2:34][CH2:33]2)[NH:9]1)=[O:7])(C)(C)C.[F:38][C:39]([F:44])([F:43])[C:40]([OH:42])=[O:41]. Product: [F:38][C:39]([F:44])([F:43])[C:40]([OH:42])=[O:41].[Cl:19][C:15]1[C:14]([F:20])=[C:13]([CH:12]2[C:11]([C:23]3[CH:28]=[CH:27][C:26]([Cl:29])=[CH:25][C:24]=3[F:30])([C:21]#[N:22])[CH:10]([CH2:31][CH:32]3[CH2:33][CH2:34][O:35][CH2:36][CH2:37]3)[NH:9][CH:8]2[C:6]([OH:7])=[O:5])[CH:18]=[CH:17][CH:16]=1. The catalyst class is: 4. (2) Reactant: Br[C:2]1[N:3]([CH2:10][CH2:11][CH:12]([OH:25])[CH2:13][O:14][Si:15]([CH:22]([CH3:24])[CH3:23])([CH:19]([CH3:21])[CH3:20])[CH:16]([CH3:18])[CH3:17])[CH:4]=[C:5]([N+:7]([O-:9])=[O:8])[N:6]=1.[H-].[Na+]. Product: [N+:7]([C:5]1[N:6]=[C:2]2[N:3]([CH:4]=1)[CH2:10][CH2:11][CH:12]([CH2:13][O:14][Si:15]([CH:22]([CH3:24])[CH3:23])([CH:19]([CH3:21])[CH3:20])[CH:16]([CH3:18])[CH3:17])[O:25]2)([O-:9])=[O:8]. The catalyst class is: 3. (3) Reactant: Cl[CH:2]1[C:7](=[O:8])[CH2:6][C:5]([CH2:14][CH2:15][C:16]2[CH:21]=[CH:20][C:19]([O:22][CH3:23])=[C:18]([Cl:24])[CH:17]=2)([CH:9]2[CH2:13][CH2:12][CH2:11][CH2:10]2)[O:4][C:3]1=[O:25].[SH:26][C:27]1[NH:28][CH:29]=[CH:30][N:31]=1. Product: [Cl:24][C:18]1[CH:17]=[C:16]([CH2:15][CH2:14][C:5]2([CH:9]3[CH2:13][CH2:12][CH2:11][CH2:10]3)[O:4][C:3](=[O:25])[C:2]([S:26][C:27]3[NH:28][CH:29]=[CH:30][N:31]=3)=[C:7]([OH:8])[CH2:6]2)[CH:21]=[CH:20][C:19]=1[O:22][CH3:23]. The catalyst class is: 6. (4) Reactant: [ClH:1].[N:2]1[C:11]2[C:6](=[CH:7][CH:8]=[CH:9][CH:10]=2)[CH:5]=[C:4]([C:12]2[C:20]3[C:19]([NH2:21])=[N:18][CH:17]=[N:16][C:15]=3[N:14](COCC[Si](C)(C)C)[CH:13]=2)[CH:3]=1.C(OCC)(=O)C. Product: [ClH:1].[ClH:1].[N:2]1[C:11]2[C:6](=[CH:7][CH:8]=[CH:9][CH:10]=2)[CH:5]=[C:4]([C:12]2[C:20]3[C:19]([NH2:21])=[N:18][CH:17]=[N:16][C:15]=3[NH:14][CH:13]=2)[CH:3]=1. The catalyst class is: 8. (5) Reactant: [Li+].[OH-].C([O:10][C:11]([CH:13]1[CH2:17][CH2:16][CH2:15][N:14]1[S:18](=[O:41])(=[O:40])[NH:19][C:20]1[C:21]([NH:31][C:32]2[CH:37]=[CH:36][C:35]([Br:38])=[CH:34][C:33]=2[F:39])=[C:22]([F:30])[C:23](=[O:29])[N:24]2[C:28]=1[CH2:27][CH2:26][CH2:25]2)=[O:12])C1C=CC=CC=1. Product: [Br:38][C:35]1[CH:36]=[CH:37][C:32]([NH:31][C:21]2[C:20]([NH:19][S:18]([N:14]3[CH2:15][CH2:16][CH2:17][CH:13]3[C:11]([OH:12])=[O:10])(=[O:41])=[O:40])=[C:28]3[N:24]([CH2:25][CH2:26][CH2:27]3)[C:23](=[O:29])[C:22]=2[F:30])=[C:33]([F:39])[CH:34]=1. The catalyst class is: 92.